From a dataset of Forward reaction prediction with 1.9M reactions from USPTO patents (1976-2016). Predict the product of the given reaction. (1) Given the reactants [N:1]1([CH2:6][CH2:7][CH2:8][NH2:9])[CH:5]=[CH:4][N:3]=[CH:2]1.[Cl:10][C:11]1[CH:18]=[CH:17][CH:16]=[CH:15][C:12]=1[CH:13]=O.[O:19]([C:21]#[N:22])[K].Cl.N1C=CC=CC=1.[N+:30]([CH2:32][CH2:33][C:34]1[S:35][CH:36]=[CH:37][CH:38]=1)#[C-:31], predict the reaction product. The product is: [Cl:10][C:11]1[CH:18]=[CH:17][CH:16]=[CH:15][C:12]=1[CH:13]1[N:9]([CH2:8][CH2:7][CH2:6][N:1]2[CH:5]=[CH:4][N:3]=[CH:2]2)[C:21](=[O:19])[NH:22][C:31]1=[N:30][CH2:32][CH2:33][C:34]1[S:35][CH:36]=[CH:37][CH:38]=1. (2) The product is: [CH3:1][O:2][C:3]1[CH:8]=[CH:7][CH:6]=[CH:5][C:4]=1[CH:9]1[CH2:13][CH2:12][N:11]([C:21](=[O:24])[CH2:22][CH3:23])[CH2:10]1. Given the reactants [CH3:1][O:2][C:3]1[CH:8]=[CH:7][CH:6]=[CH:5][C:4]=1[CH:9]1[CH2:13][CH2:12][NH:11][CH2:10]1.C(N(CC)CC)C.[C:21](O[C:21](=[O:24])[CH2:22][CH3:23])(=[O:24])[CH2:22][CH3:23], predict the reaction product.